From a dataset of Peptide-MHC class I binding affinity with 185,985 pairs from IEDB/IMGT. Regression. Given a peptide amino acid sequence and an MHC pseudo amino acid sequence, predict their binding affinity value. This is MHC class I binding data. (1) The peptide sequence is IWYDGSNKYY. The MHC is HLA-A68:01 with pseudo-sequence HLA-A68:01. The binding affinity (normalized) is 0.120. (2) The peptide sequence is PITDSLSFKL. The MHC is HLA-A02:01 with pseudo-sequence HLA-A02:01. The binding affinity (normalized) is 0.271. (3) The peptide sequence is DISINSEYI. The MHC is HLA-A68:02 with pseudo-sequence HLA-A68:02. The binding affinity (normalized) is 0.310. (4) The peptide sequence is AVDPAKAYK. The MHC is HLA-A02:06 with pseudo-sequence HLA-A02:06. The binding affinity (normalized) is 0. (5) The peptide sequence is IRLRPNGK. The MHC is Mamu-B03 with pseudo-sequence Mamu-B03. The binding affinity (normalized) is 0.146. (6) The peptide sequence is KSDPIMLLK. The MHC is HLA-B27:05 with pseudo-sequence HLA-B27:05. The binding affinity (normalized) is 0.176.